Dataset: Full USPTO retrosynthesis dataset with 1.9M reactions from patents (1976-2016). Task: Predict the reactants needed to synthesize the given product. (1) Given the product [CH3:18][C:19]1[N:20]=[C:21]([N:27]2[CH2:31][CH2:30][N:29]([CH2:32][CH2:33][CH2:34][C:35]([F:36])([F:37])[F:38])[C:28]2=[O:39])[S:22][C:23]=1[C:24]([NH:9][CH2:8][C:4]1[CH:5]=[N:6][CH:7]=[CH:2][CH:3]=1)=[O:25], predict the reactants needed to synthesize it. The reactants are: F[C:2]1[CH:3]=[C:4]([CH2:8][NH2:9])[CH:5]=[N:6][CH:7]=1.N1C=CC=C(CN)C=1.[CH3:18][C:19]1[N:20]=[C:21]([N:27]2[CH2:31][CH2:30][N:29]([CH2:32][CH2:33][CH2:34][C:35]([F:38])([F:37])[F:36])[C:28]2=[O:39])[S:22][C:23]=1[C:24](O)=[O:25]. (2) Given the product [NH2:1][C:2]1[N:3]([CH2:24][C:25]2[CH:30]=[CH:29][CH:28]=[CH:27][CH:26]=2)[C:4](=[O:23])[C@@:5]2([C:15]3[C:10](=[CH:11][CH:12]=[C:13]([C:43]4[CH:44]=[C:39]([CH:40]=[CH:41][CH:42]=4)[C:37]#[N:38])[CH:14]=3)[O:9][C@@H:8]([C:17]3[CH:22]=[CH:21][CH:20]=[CH:19][CH:18]=3)[CH2:7]2)[N:6]=1.[NH2:1][C:2]1[N:3]([CH2:24][C:25]2[CH:30]=[CH:29][CH:28]=[CH:27][CH:26]=2)[C:4](=[O:23])[C@@:5]2([C:15]3[C:10](=[CH:11][CH:12]=[C:13]([C:43]4[CH:44]=[C:39]([CH:40]=[CH:41][CH:42]=4)[C:37]#[N:38])[CH:14]=3)[O:9][C@H:8]([C:17]3[CH:22]=[CH:21][CH:20]=[CH:19][CH:18]=3)[CH2:7]2)[N:6]=1, predict the reactants needed to synthesize it. The reactants are: [NH2:1][C:2]1[N:3]([CH2:24][C:25]2[CH:30]=[CH:29][CH:28]=[CH:27][CH:26]=2)[C:4](=[O:23])[C:5]2([C:15]3[C:10](=[CH:11][CH:12]=[C:13](Br)[CH:14]=3)[O:9][CH:8]([C:17]3[CH:22]=[CH:21][CH:20]=[CH:19][CH:18]=3)[CH2:7]2)[N:6]=1.C([O-])([O-])=O.[Cs+].[Cs+].[C:37]([C:39]1[CH:40]=[C:41](B(O)O)[CH:42]=[CH:43][CH:44]=1)#[N:38]. (3) Given the product [CH3:1][Si:2]([CH3:7])([CH3:6])[CH2:3][CH2:4][O:5][C:11](=[O:12])[CH2:10][C:8]#[N:9], predict the reactants needed to synthesize it. The reactants are: [CH3:1][Si:2]([CH3:7])([CH3:6])[CH2:3][CH2:4][OH:5].[C:8]([CH2:10][C:11](O)=[O:12])#[N:9].C1(N=C=NC2CCCCC2)CCCCC1.N1(C2C=CN=CC=2)CCCC1. (4) Given the product [Cl:18][C:9]1[N:8]=[C:7]([NH:34][CH:31]([CH3:30])[CH2:32][CH3:33])[C:6]2[C:11](=[CH:12][CH:13]=[C:4]([N+:1]([O-:3])=[O:2])[CH:5]=2)[N:10]=1, predict the reactants needed to synthesize it. The reactants are: [N+:1]([C:4]1[CH:5]=[C:6]2[C:11](=[CH:12][CH:13]=1)[NH:10][C:9](=O)[NH:8][C:7]2=O)([O-:3])=[O:2].P(Cl)(Cl)([Cl:18])=O.C(N(C(C)C)C=O)(C)C.[CH3:30][CH:31]([NH2:34])[CH2:32][CH3:33].